Dataset: Reaction yield outcomes from USPTO patents with 853,638 reactions. Task: Predict the reaction yield, written as a fraction of the theoretical maximum amount of product (1.0 means a 100% yield; for example, 0.34 means a 34% yield). (1) The reactants are [CH2:1]([N:8]1[C:12]2[N:13]=[N:14][N:15]=[C:16](O)[C:11]=2[C:10]([C:18]#[N:19])=[CH:9]1)[C:2]1[CH:7]=[CH:6][CH:5]=[CH:4][CH:3]=1.[CH2:20]([O:22][CH:23]([N:25]1[CH:29]=[C:28](B2OC(C)(C)C(C)(C)O2)[CH:27]=[N:26]1)[CH3:24])[CH3:21].C(=O)([O-])[O-].[K+].[K+].O. The yield is 0.720. The catalyst is O1CCOCC1.[Pd].C1(P(C2C=CC=CC=2)C2C=CC=CC=2)C=CC=CC=1.C1(P(C2C=CC=CC=2)C2C=CC=CC=2)C=CC=CC=1.C1(P(C2C=CC=CC=2)C2C=CC=CC=2)C=CC=CC=1.C1(P(C2C=CC=CC=2)C2C=CC=CC=2)C=CC=CC=1. The product is [CH2:1]([N:8]1[C:12]2[N:13]=[N:14][N:15]=[C:16]([C:28]3[CH:27]=[N:26][N:25]([CH:23]([O:22][CH2:20][CH3:21])[CH3:24])[CH:29]=3)[C:11]=2[C:10]([C:18]#[N:19])=[CH:9]1)[C:2]1[CH:7]=[CH:6][CH:5]=[CH:4][CH:3]=1. (2) The reactants are Cl[C:2]1[CH:7]=[C:6]([N:8]2[CH2:13][CH2:12][O:11][CH2:10][CH2:9]2)[N:5]=[C:4]([N:14]2[C:18]3[CH:19]=[CH:20][CH:21]=[CH:22][C:17]=3[N:16]=[C:15]2[CH:23]([F:25])[F:24])[N:3]=1.CC1(C)C(C)(C)OB([C:34]2[CH:35]=[N:36][C:37]([NH2:40])=[N:38][CH:39]=2)O1.C([O-])([O-])=O.[K+].[K+]. The catalyst is O1CCOCC1.O.Cl[Pd]Cl. The product is [F:24][CH:23]([F:25])[C:15]1[N:14]([C:4]2[N:3]=[C:2]([C:34]3[CH:35]=[N:36][C:37]([NH2:40])=[N:38][CH:39]=3)[CH:7]=[C:6]([N:8]3[CH2:13][CH2:12][O:11][CH2:10][CH2:9]3)[N:5]=2)[C:18]2[CH:19]=[CH:20][CH:21]=[CH:22][C:17]=2[N:16]=1. The yield is 0.660. (3) The reactants are Cl[C:2]1[N:3]=[CH:4][C:5]2[CH:10]=[C:9]([C:11]3[O:15][CH:14]=[N:13][CH:12]=3)[N:8]([CH:16]3[CH2:20][CH2:19][CH2:18][CH2:17]3)[C:6]=2[N:7]=1.C(OC([N:28]1[CH2:33][CH2:32][N:31]([CH2:34][C:35]2[CH:36]=[N:37][C:38]([NH2:41])=[CH:39][CH:40]=2)[CH2:30][CH2:29]1)=O)(C)(C)C. No catalyst specified. The product is [CH:16]1([N:8]2[C:6]3[N:7]=[C:2]([NH:41][C:38]4[CH:39]=[CH:40][C:35]([CH2:34][N:31]5[CH2:32][CH2:33][NH:28][CH2:29][CH2:30]5)=[CH:36][N:37]=4)[N:3]=[CH:4][C:5]=3[CH:10]=[C:9]2[C:11]2[O:15][CH:14]=[N:13][CH:12]=2)[CH2:20][CH2:19][CH2:18][CH2:17]1. The yield is 0.150. (4) The yield is 0.876. The product is [ClH:1].[ClH:1].[N:22]1([CH2:21][C:16]2[CH:17]=[CH:18][CH:19]=[CH:20][C:15]=2[N:12]2[CH2:11][CH2:10][NH:9][CH2:14][CH2:13]2)[CH2:23][CH2:24][CH2:25][CH2:26]1. The reactants are [ClH:1].C(OC([N:9]1[CH2:14][CH2:13][N:12]([C:15]2[CH:20]=[CH:19][CH:18]=[CH:17][C:16]=2[CH2:21][N:22]2[CH2:26][CH2:25][CH2:24][CH2:23]2)[CH2:11][CH2:10]1)=O)(C)(C)C. The catalyst is O1CCOCC1. (5) The reactants are [Cl:1][C:2]1[C:3]2[N:4]([CH:12]=[C:13]([C:15]([NH:17][NH:18][C:19](=O)[C:20]3[CH:25]=[C:24]([F:26])[C:23]([O:27][CH3:28])=[CH:22][C:21]=3[Cl:29])=O)[N:14]=2)[CH:5]=[C:6]([C:8]([F:11])([F:10])[F:9])[CH:7]=1.N1C=CC=CC=1.COC1C=CC(P2(SP(C3C=CC(OC)=CC=3)(=S)S2)=[S:46])=CC=1. The catalyst is C1(C)C=CC=CC=1. The product is [Cl:29][C:21]1[CH:22]=[C:23]([O:27][CH3:28])[C:24]([F:26])=[CH:25][C:20]=1[C:19]1[S:46][C:15]([C:13]2[N:14]=[C:3]3[C:2]([Cl:1])=[CH:7][C:6]([C:8]([F:11])([F:10])[F:9])=[CH:5][N:4]3[CH:12]=2)=[N:17][N:18]=1. The yield is 0.396. (6) The reactants are FC(F)(F)S(O[C:7]1[N:12]=[N:11][C:10]2[O:13][CH2:14][CH2:15][CH2:16][C:9]=2[CH:8]=1)(=O)=O.C(=O)([O-])[O-].[K+].[K+].O.[CH:26](B1OB(C=C)OB(C=C)O1)=[CH2:27]. The catalyst is COCCOC.C1C=CC([P]([Pd]([P](C2C=CC=CC=2)(C2C=CC=CC=2)C2C=CC=CC=2)([P](C2C=CC=CC=2)(C2C=CC=CC=2)C2C=CC=CC=2)[P](C2C=CC=CC=2)(C2C=CC=CC=2)C2C=CC=CC=2)(C2C=CC=CC=2)C2C=CC=CC=2)=CC=1. The product is [CH:26]([C:7]1[N:12]=[N:11][C:10]2[O:13][CH2:14][CH2:15][CH2:16][C:9]=2[CH:8]=1)=[CH2:27]. The yield is 0.770. (7) The reactants are [N+:1]([C:4]1[CH:5]=[C:6]([CH:17]=[CH:18][CH:19]=1)[CH2:7][NH:8][C:9](=[O:16])[O:10][C@H:11]1[CH2:15][CH2:14][O:13][CH2:12]1)([O-])=O.C(OC(C)C)(=O)C.[H][H].S([O-])([O-])(=O)=O.[Na+].[Na+].Cl[C:37]([O:39][C:40]1[CH:45]=[CH:44][CH:43]=[CH:42][CH:41]=1)=[O:38]. The catalyst is O.[Pd]. The product is [C:40]1([O:39][C:37](=[O:38])[NH:1][C:4]2[CH:19]=[CH:18][CH:17]=[C:6]([CH2:7][NH:8][C:9]([O:10][C@H:11]3[CH2:15][CH2:14][O:13][CH2:12]3)=[O:16])[CH:5]=2)[CH:45]=[CH:44][CH:43]=[CH:42][CH:41]=1. The yield is 0.910. (8) The reactants are Br[C:2]1[C:7]([CH3:8])=[CH:6][C:5]([Br:9])=[CH:4][N:3]=1.C(Cl)(=O)C.[Na+].[I-:15]. The catalyst is C(#N)C. The product is [Br:9][C:5]1[CH:6]=[C:7]([CH3:8])[C:2]([I:15])=[N:3][CH:4]=1. The yield is 0.948. (9) The reactants are [N:1]1[CH:6]=[CH:5][CH:4]=[N:3][CH:2]=1.[Li+].[OH-].CN(C(ON1N=[N:24][C:19]2C=C[CH:22]=[N:23][C:18]1=2)=[N+](C)C)C.F[P-](F)(F)(F)(F)F.CC[N:35]([CH:39]([CH3:41])C)[CH:36]([CH3:38])[CH3:37].[CH2:42]([NH2:52])[C:43]1[CH:51]=[CH:50][C:49]2[O:48][CH2:47][O:46][C:45]=2[CH:44]=1.[CH2:53]1[CH2:57][O:56][CH2:55][CH2:54]1.O. No catalyst specified. The product is [O:48]1[C:49]2[CH:50]=[CH:51][C:43]([CH2:42][NH:52][C:55]([C:54]3[CH:37]=[C:36]4[C:38]([CH:41]=[CH:39][N:35]4[C:6]4[CH:5]=[CH:4][N:3]=[C:2]([N:23]5[CH:18]=[CH:19][N:24]=[CH:22]5)[N:1]=4)=[CH:57][CH:53]=3)=[O:56])=[CH:44][C:45]=2[O:46][CH2:47]1. The yield is 0.0400.